From a dataset of CYP2D6 inhibition data for predicting drug metabolism from PubChem BioAssay. Regression/Classification. Given a drug SMILES string, predict its absorption, distribution, metabolism, or excretion properties. Task type varies by dataset: regression for continuous measurements (e.g., permeability, clearance, half-life) or binary classification for categorical outcomes (e.g., BBB penetration, CYP inhibition). Dataset: cyp2d6_veith. The result is 0 (non-inhibitor). The molecule is CC/C=C\CC[C@H](OC(=O)c1ccc(Br)cc1)C1=CCCCC1=O.